This data is from Forward reaction prediction with 1.9M reactions from USPTO patents (1976-2016). The task is: Predict the product of the given reaction. (1) Given the reactants [CH3:1][CH:2]([N:4]1[CH2:9][CH2:8][NH:7][CH2:6][CH2:5]1)[CH3:3].Br[CH2:11][CH2:12][N:13]1[C:21]([O:22]C)=[N:20][C:19]2[C:14]1=[N:15][C:16]([NH:25][CH2:26][CH2:27][CH2:28][CH3:29])=[N:17][C:18]=2[NH2:24].Cl.C(N(CC)CC)C, predict the reaction product. The product is: [NH2:24][C:18]1[N:17]=[C:16]([NH:25][CH2:26][CH2:27][CH2:28][CH3:29])[N:15]=[C:14]2[C:19]=1[NH:20][C:21](=[O:22])[N:13]2[CH2:12][CH2:11][N:7]1[CH2:8][CH2:9][N:4]([CH:2]([CH3:3])[CH3:1])[CH2:5][CH2:6]1. (2) Given the reactants [C:1]1(=[O:11])[C:9]2[C:4](=[CH:5][CH:6]=[CH:7][CH:8]=2)[C:3](=[O:10])[NH:2]1.[H-].[Na+].Cl[CH2:15][C:16]#[N:17].O, predict the reaction product. The product is: [O:11]=[C:1]1[C:9]2[C:4](=[CH:5][CH:6]=[CH:7][CH:8]=2)[C:3](=[O:10])[N:2]1[CH2:15][C:16]#[N:17].